The task is: Predict the product of the given reaction.. This data is from Forward reaction prediction with 1.9M reactions from USPTO patents (1976-2016). (1) Given the reactants C(=O)([O-])[O-].[K+].[K+].[I-].[Na+].[Cl:9][C:10]1[CH:11]=[C:12]([NH:17][C:18]2[C:27]3[C:22](=[CH:23][C:24]([O:34][CH2:35][CH2:36][N:37]4[CH2:42][CH2:41][NH:40][CH2:39][CH2:38]4)=[C:25]([O:28][CH:29]4[CH2:33][CH2:32][CH2:31][CH2:30]4)[CH:26]=3)[N:21]=[CH:20][N:19]=2)[CH:13]=[CH:14][C:15]=1[F:16].CS(O[CH2:48][C@@H:49]1[O:53][C:52](=[O:54])[CH2:51][CH2:50]1)(=O)=O, predict the reaction product. The product is: [Cl:9][C:10]1[CH:11]=[C:12]([NH:17][C:18]2[C:27]3[C:22](=[CH:23][C:24]([O:34][CH2:35][CH2:36][N:37]4[CH2:38][CH2:39][N:40]([CH2:48][C@@H:49]5[O:53][C:52](=[O:54])[CH2:51][CH2:50]5)[CH2:41][CH2:42]4)=[C:25]([O:28][CH:29]4[CH2:30][CH2:31][CH2:32][CH2:33]4)[CH:26]=3)[N:21]=[CH:20][N:19]=2)[CH:13]=[CH:14][C:15]=1[F:16]. (2) Given the reactants [F:1][C:2]([F:24])([F:23])[C:3]1[CH:22]=[CH:21][C:6]([O:7][CH:8]2[CH2:13][CH2:12][N:11](C(OC(C)(C)C)=O)[CH2:10][CH2:9]2)=[CH:5][CH:4]=1.FC(F)(F)C(O)=O, predict the reaction product. The product is: [F:24][C:2]([F:1])([F:23])[C:3]1[CH:22]=[CH:21][C:6]([O:7][CH:8]2[CH2:9][CH2:10][NH:11][CH2:12][CH2:13]2)=[CH:5][CH:4]=1.